From a dataset of Peptide-MHC class II binding affinity with 134,281 pairs from IEDB. Regression. Given a peptide amino acid sequence and an MHC pseudo amino acid sequence, predict their binding affinity value. This is MHC class II binding data. (1) The peptide sequence is TFYGSNPRGAAPDDH. The binding affinity (normalized) is 0. The MHC is DRB4_0101 with pseudo-sequence DRB4_0103. (2) The binding affinity (normalized) is 0. The MHC is HLA-DQA10102-DQB10502 with pseudo-sequence HLA-DQA10102-DQB10502. The peptide sequence is KNTIVIPKGDFLTGP. (3) The peptide sequence is WMGINARDRSIALTF. The MHC is DRB5_0101 with pseudo-sequence DRB5_0101. The binding affinity (normalized) is 0.829. (4) The peptide sequence is SQDLELSWNLNGLQYY. The MHC is DRB1_1302 with pseudo-sequence DRB1_1302. The binding affinity (normalized) is 0.652. (5) The peptide sequence is KKTLLDLLKLTVAVGLH. The MHC is DRB3_0101 with pseudo-sequence DRB3_0101. The binding affinity (normalized) is 0.400. (6) The peptide sequence is LMALLTPVTMAEVRL. The MHC is DRB1_0701 with pseudo-sequence DRB1_0701. The binding affinity (normalized) is 0.763. (7) The peptide sequence is TLTHRLMSPHRVPNYNLF. The MHC is DRB1_0401 with pseudo-sequence DRB1_0401. The binding affinity (normalized) is 0.